This data is from Catalyst prediction with 721,799 reactions and 888 catalyst types from USPTO. The task is: Predict which catalyst facilitates the given reaction. (1) Reactant: [C:1]([C:4]1[C:9]([O:10][CH3:11])=[CH:8][C:7]([NH:12]C(=O)C(F)(F)F)=[CH:6][C:5]=1[O:19][CH3:20])(=[O:3])[CH3:2].C(=O)([O-])[O-].[K+].[K+]. Product: [NH2:12][C:7]1[CH:6]=[C:5]([O:19][CH3:20])[C:4]([C:1](=[O:3])[CH3:2])=[C:9]([O:10][CH3:11])[CH:8]=1. The catalyst class is: 5. (2) Reactant: C1(C)C(S(O)(=O)=O)=CC=CC=1.[F:12][C:13]1[CH:14]=[CH:15][C:16]([C@H:19]([NH2:21])[CH3:20])=[N:17][CH:18]=1.C(N(CC)CC)C.[C:29](O[C:29]([O:31][C:32]([CH3:35])([CH3:34])[CH3:33])=[O:30])([O:31][C:32]([CH3:35])([CH3:34])[CH3:33])=[O:30].C(=O)(O)[O-].[Na+]. Product: [C:32]([O:31][C:29](=[O:30])[NH:21][C@@H:19]([C:16]1[CH:15]=[CH:14][C:13]([F:12])=[CH:18][N:17]=1)[CH3:20])([CH3:35])([CH3:34])[CH3:33]. The catalyst class is: 4. (3) Reactant: [CH3:1][N:2]1[CH2:7][CH2:6][CH:5]([CH2:8][OH:9])[CH2:4][CH2:3]1.[H-].[Na+].F[C:13]1[CH:14]=[C:15]([CH:18]=[CH:19][CH:20]=1)[C:16]#[N:17]. Product: [CH3:1][N:2]1[CH2:7][CH2:6][CH:5]([CH2:8][O:9][C:13]2[CH:14]=[C:15]([CH:18]=[CH:19][CH:20]=2)[C:16]#[N:17])[CH2:4][CH2:3]1. The catalyst class is: 3. (4) Reactant: [Cl-].O[NH3+:3].[C:4](=[O:7])([O-])[OH:5].[Na+].CS(C)=O.[CH2:13]([C:15]1[N:16]=[C:17]([CH3:47])[N:18]([C:37]2[CH:38]=[CH:39][C:40]3[O:44][CH:43]([CH3:45])[CH2:42][C:41]=3[CH:46]=2)[C:19](=[O:36])[C:20]=1[CH2:21][C:22]1[CH:27]=[CH:26][C:25]([C:28]2[C:29]([C:34]#[N:35])=[CH:30][CH:31]=[CH:32][CH:33]=2)=[CH:24][CH:23]=1)[CH3:14]. Product: [CH2:13]([C:15]1[N:16]=[C:17]([CH3:47])[N:18]([C:37]2[CH:38]=[CH:39][C:40]3[O:44][CH:43]([CH3:45])[CH2:42][C:41]=3[CH:46]=2)[C:19](=[O:36])[C:20]=1[CH2:21][C:22]1[CH:23]=[CH:24][C:25]([C:28]2[CH:33]=[CH:32][CH:31]=[CH:30][C:29]=2[C:34]2[NH:3][C:4](=[O:7])[O:5][N:35]=2)=[CH:26][CH:27]=1)[CH3:14]. The catalyst class is: 13. (5) Reactant: C([N:8]1[C:16]2[C:11](=[CH:12][CH:13]=[C:14]([OH:17])[CH:15]=2)[C:10]([CH:18]([CH3:20])[CH3:19])=[N:9]1)C1C=CC=CC=1.[ClH:21]. Product: [ClH:21].[CH:18]([C:10]1[C:11]2[C:16](=[CH:15][C:14]([OH:17])=[CH:13][CH:12]=2)[NH:8][N:9]=1)([CH3:20])[CH3:19]. The catalyst class is: 178. (6) Reactant: C[O:2][C:3]([CH:5]1[CH2:10][N:9]([C:11]2[S:12][CH:13]=[C:14]([C:16]3[CH2:20][CH:19]([C:21]4[C:26]([F:27])=[CH:25][CH:24]=[CH:23][C:22]=4[F:28])[O:18][N:17]=3)[N:15]=2)[CH2:8][CH2:7][N:6]1[C:29](=[O:41])[CH2:30][N:31]1[C:35]([CH3:36])=[CH:34][C:33]([C:37]([F:40])([F:39])[F:38])=[N:32]1)=[O:4].[OH-].[Na+]. Product: [F:27][C:26]1[CH:25]=[CH:24][CH:23]=[C:22]([F:28])[C:21]=1[CH:19]1[O:18][N:17]=[C:16]([C:14]2[N:15]=[C:11]([N:9]3[CH2:8][CH2:7][N:6]([C:29](=[O:41])[CH2:30][N:31]4[C:35]([CH3:36])=[CH:34][C:33]([C:37]([F:39])([F:40])[F:38])=[N:32]4)[CH:5]([C:3]([OH:4])=[O:2])[CH2:10]3)[S:12][CH:13]=2)[CH2:20]1. The catalyst class is: 7. (7) Reactant: [CH2:1]([N:6]1[C:10](=[O:11])[CH:9]([CH:12]([CH3:16])[C:13](O)=[O:14])[S:8][CH:7]1[C:17]1[CH:22]=[CH:21][CH:20]=[CH:19][CH:18]=1)[CH2:2][CH:3]([CH3:5])[CH3:4].[NH:23]1[CH2:28][CH2:27][CH:26]([N:29]2[CH2:38][C:37]3[C:32](=[CH:33][CH:34]=[CH:35][CH:36]=3)[NH:31][C:30]2=[O:39])[CH2:25][CH2:24]1.C(O)(C(F)(F)F)=O.CCN(C(C)C)C(C)C.CN(C(ON1N=NC2C=CC=NC1=2)=[N+](C)C)C.F[P-](F)(F)(F)(F)F. Product: [CH2:1]([N:6]1[C:10](=[O:11])[CH:9]([CH:12]([CH3:16])[C:13]([N:23]2[CH2:24][CH2:25][CH:26]([N:29]3[CH2:38][C:37]4[C:32](=[CH:33][CH:34]=[CH:35][CH:36]=4)[NH:31][C:30]3=[O:39])[CH2:27][CH2:28]2)=[O:14])[S:8][CH:7]1[C:17]1[CH:22]=[CH:21][CH:20]=[CH:19][CH:18]=1)[CH2:2][CH:3]([CH3:5])[CH3:4]. The catalyst class is: 3.